This data is from Forward reaction prediction with 1.9M reactions from USPTO patents (1976-2016). The task is: Predict the product of the given reaction. (1) Given the reactants [CH3:1][O:2][C:3](=[O:24])[CH2:4][CH2:5][C:6]([C:22]#[N:23])([C:13]1[CH:18]=[C:17]([F:19])[C:16]([F:20])=[CH:15][C:14]=1[F:21])[CH2:7][CH2:8][C:9](OC)=[O:10].CC(C)([O-])C.[K+].FC1C=C(F)C(F)=CC=1F.C(O)(=O)C, predict the reaction product. The product is: [CH3:1][O:2][C:3]([CH:4]1[CH2:5][C:6]([C:22]#[N:23])([C:13]2[CH:18]=[C:17]([F:19])[C:16]([F:20])=[CH:15][C:14]=2[F:21])[CH2:7][CH2:8][C:9]1=[O:10])=[O:24]. (2) Given the reactants [N+:1]([C:4]1[CH:5]=[CH:6][CH:7]=[C:8]2[C:13]=1[NH:12][C:11]([C:14]1[CH:19]=[CH:18][CH:17]=[C:16]([C:20]([F:23])([F:22])[F:21])[CH:15]=1)=[C:10](C(OCC)=O)[C:9]2=[O:29])([O-:3])=[O:2].Cl, predict the reaction product. The product is: [N+:1]([C:4]1[CH:5]=[CH:6][CH:7]=[C:8]2[C:13]=1[NH:12][C:11]([C:14]1[CH:19]=[CH:18][CH:17]=[C:16]([C:20]([F:23])([F:21])[F:22])[CH:15]=1)=[CH:10][C:9]2=[O:29])([O-:3])=[O:2]. (3) Given the reactants [C:1]([O:5][C:6]([N:8]1[CH2:12][CH2:11][CH2:10][C@H:9]1[C:13]([OH:15])=[O:14])=[O:7])([CH3:4])([CH3:3])[CH3:2].CCN(C(C)C)C(C)C.[CH2:25]([O:32][C:33]1[CH:38]=[CH:37][C:36]([C:39](=[O:42])[CH2:40]Br)=[CH:35][CH:34]=1)[C:26]1[CH:31]=[CH:30][CH:29]=[CH:28][CH:27]=1, predict the reaction product. The product is: [N:8]1([C:6]([O:5][C:1]([CH3:4])([CH3:2])[CH3:3])=[O:7])[CH2:12][CH2:11][CH2:10][C@H:9]1[C:13]([O:15][CH2:40][C:39]([C:36]1[CH:37]=[CH:38][C:33]([O:32][CH2:25][C:26]2[CH:31]=[CH:30][CH:29]=[CH:28][CH:27]=2)=[CH:34][CH:35]=1)=[O:42])=[O:14]. (4) Given the reactants O.[OH-].[Li+].[CH3:4][O:5][C:6]1[N:11]=[CH:10][C:9]([C:12]2[N:16]([C:17]3[CH:18]=[N:19][CH:20]=[CH:21][CH:22]=3)[N:15]=[C:14]([C:23]([O:25]C)=[O:24])[CH:13]=2)=[CH:8][CH:7]=1.O, predict the reaction product. The product is: [CH3:4][O:5][C:6]1[N:11]=[CH:10][C:9]([C:12]2[N:16]([C:17]3[CH:18]=[N:19][CH:20]=[CH:21][CH:22]=3)[N:15]=[C:14]([C:23]([OH:25])=[O:24])[CH:13]=2)=[CH:8][CH:7]=1. (5) Given the reactants [CH:1]1([N:6]2[CH2:12][C:11]([F:14])([F:13])[C:10](=[O:15])[N:9]([CH3:16])[C:8]3[CH:17]=[N:18][C:19]([NH:21][C:22]4[CH:30]=[CH:29][C:25]([C:26]([OH:28])=O)=[CH:24][C:23]=4[O:31][CH2:32][CH3:33])=[N:20][C:7]2=3)[CH2:5][CH2:4][CH2:3][CH2:2]1.CN(C(ON1N=NC2C=CC=NC1=2)=[N+](C)C)C.F[P-](F)(F)(F)(F)F.[CH3:58][N:59]1[CH2:64][CH2:63][CH:62]([NH2:65])[CH2:61][CH2:60]1, predict the reaction product. The product is: [CH:1]1([N:6]2[CH2:12][C:11]([F:13])([F:14])[C:10](=[O:15])[N:9]([CH3:16])[C:8]3[CH:17]=[N:18][C:19]([NH:21][C:22]4[CH:30]=[CH:29][C:25]([C:26]([NH:65][CH:62]5[CH2:63][CH2:64][N:59]([CH3:58])[CH2:60][CH2:61]5)=[O:28])=[CH:24][C:23]=4[O:31][CH2:32][CH3:33])=[N:20][C:7]2=3)[CH2:2][CH2:3][CH2:4][CH2:5]1. (6) Given the reactants [F:1][C:2]1[CH:3]=[C:4]2[C:9](=[N:10][CH:11]=1)[N:8]=[C:7]([C:12]([F:15])([F:14])[F:13])[C:6]([C:16]([O:18]CC)=[O:17])=[CH:5]2.O.[OH-].[Li+], predict the reaction product. The product is: [F:1][C:2]1[CH:3]=[C:4]2[C:9](=[N:10][CH:11]=1)[N:8]=[C:7]([C:12]([F:15])([F:14])[F:13])[C:6]([C:16]([OH:18])=[O:17])=[CH:5]2.